Dataset: Catalyst prediction with 721,799 reactions and 888 catalyst types from USPTO. Task: Predict which catalyst facilitates the given reaction. (1) Reactant: C([N:20]1[CH:24]=[C:23]([C:25]2[CH:40]=[CH:39][CH:38]=[CH:37][C:26]=2[O:27][CH2:28][CH2:29][C:30]2[CH:36]=[CH:35][C:33]([NH2:34])=[CH:32][CH:31]=2)[N:22]=[CH:21]1)(C1C=CC=CC=1)(C1C=CC=CC=1)C1C=CC=CC=1.Cl[C:42](Cl)([O:44]C(=O)OC(Cl)(Cl)Cl)Cl.[O:53]1[CH2:58][CH2:57][CH:56]([NH2:59])[CH2:55][CH2:54]1.C(=O)(O)[O-].[Na+]. Product: [NH:20]1[CH:24]=[C:23]([C:25]2[CH:40]=[CH:39][CH:38]=[CH:37][C:26]=2[O:27][CH2:28][CH2:29][C:30]2[CH:31]=[CH:32][C:33]([NH:34][C:42]([NH:59][CH:56]3[CH2:57][CH2:58][O:53][CH2:54][CH2:55]3)=[O:44])=[CH:35][CH:36]=2)[N:22]=[CH:21]1. The catalyst class is: 236. (2) Reactant: [CH2:1]([OH:3])[CH3:2].C[Si](Cl)(C)C.[C:9]([CH2:11][C:12]1[S:13][CH:14]=[C:15]([C:17]2[CH:22]=[CH:21][C:20]([S:23]([NH:26][CH2:27][CH2:28][C:29]([F:32])([F:31])[F:30])(=[O:25])=[O:24])=[CH:19][CH:18]=2)[N:16]=1)#N.[O:33]=S(Cl)Cl.C([O-])(O)=O.[Na+]. Product: [C:1]([O:33][CH2:9][CH2:11][C:12]1[S:13][CH:14]=[C:15]([C:17]2[CH:22]=[CH:21][C:20]([S:23](=[O:25])(=[O:24])[NH:26][CH2:27][CH2:28][C:29]([F:32])([F:31])[F:30])=[CH:19][CH:18]=2)[N:16]=1)(=[O:3])[CH3:2]. The catalyst class is: 6.